From a dataset of Reaction yield outcomes from USPTO patents with 853,638 reactions. Predict the reaction yield, written as a fraction of the theoretical maximum amount of product (1.0 means a 100% yield; for example, 0.34 means a 34% yield). (1) The reactants are C([O:8][C:9]1[C:10](=[O:18])[CH:11]=[C:12]([CH:15]([F:17])[F:16])[O:13][CH:14]=1)C1C=CC=CC=1.B(Br)(Br)Br.CO. The catalyst is C(Cl)Cl. The product is [F:17][CH:15]([F:16])[C:12]1[O:13][CH:14]=[C:9]([OH:8])[C:10](=[O:18])[CH:11]=1. The yield is 0.900. (2) The reactants are [Cl:1][C:2]1[C:3]([CH3:12])=[C:4]([S:8](Cl)(=[O:10])=[O:9])[CH:5]=[CH:6][CH:7]=1.N1C=CC=CC=1.[NH2:19][C:20]1[C:21]([Cl:40])=[C:22]([C:36]([Cl:39])=[CH:37][CH:38]=1)[CH2:23][CH:24]1[CH2:28][CH2:27][N:26]([CH:29]2[CH2:34][CH2:33][CH2:32][CH2:31][CH2:30]2)[C:25]1=[O:35]. No catalyst specified. The product is [Cl:1][C:2]1[C:3]([CH3:12])=[C:4]([S:8]([NH:19][C:20]2[CH:38]=[CH:37][C:36]([Cl:39])=[C:22]([CH2:23][CH:24]3[CH2:28][CH2:27][N:26]([CH:29]4[CH2:34][CH2:33][CH2:32][CH2:31][CH2:30]4)[C:25]3=[O:35])[C:21]=2[Cl:40])(=[O:10])=[O:9])[CH:5]=[CH:6][CH:7]=1. The yield is 0.470. (3) The reactants are I[C:2]1[CH:3]=[C:4]([CH:6]=[CH:7][C:8]=1[CH3:9])[NH2:5].C(N(CC)CC)C.C1(C2C=CC=CC=2)C=CC=CC=1.[B]1OC(C)(C)C(C)(C)O1.O.O.O.O.O.O.O.O.[OH-].[Ba+2].[OH-].Cl[C:50]1[C:51]2[CH:61]=[CH:60][C:59](=[O:62])[N:58]([C:63]3[C:68]([F:69])=[CH:67][CH:66]=[CH:65][C:64]=3[F:70])[C:52]=2[N:53]=[C:54]([S:56][CH3:57])[N:55]=1. The catalyst is O1CCOCC1.C([O-])(=O)C.C([O-])(=O)C.[Pd+2].O. The product is [NH2:5][C:4]1[CH:6]=[CH:7][C:8]([CH3:9])=[C:2]([C:50]2[C:51]3[CH:61]=[CH:60][C:59](=[O:62])[N:58]([C:63]4[C:68]([F:69])=[CH:67][CH:66]=[CH:65][C:64]=4[F:70])[C:52]=3[N:53]=[C:54]([S:56][CH3:57])[N:55]=2)[CH:3]=1. The yield is 0.750. (4) The reactants are [CH3:1][C:2]1[CH:3]=[CH:4][C:5]([NH:13][C:14]2[CH:15]=[N:16][C:17]3[C:22]([CH:23]=2)=[CH:21][CH:20]=[CH:19][CH:18]=3)=[C:6]([CH:12]=1)[C:7]([O:9]CC)=[O:8]. The catalyst is C(O)(C(F)(F)F)=O.O=[Pt]=O. The product is [CH3:1][C:2]1[CH:3]=[CH:4][C:5]([NH:13][C:14]2[CH:15]=[N:16][C:17]3[CH2:18][CH2:19][CH2:20][CH2:21][C:22]=3[CH:23]=2)=[C:6]([CH:12]=1)[C:7]([OH:9])=[O:8]. The yield is 0.790. (5) The reactants are [OH-].[Li+].C([O:6][CH:7]([C:9]1[O:13][N:12]=[C:11]([C:14]2[CH:19]=[CH:18][CH:17]=[C:16]([Cl:20])[CH:15]=2)[N:10]=1)[CH3:8])(=O)C. The catalyst is C1COCC1.CO. The product is [Cl:20][C:16]1[CH:15]=[C:14]([C:11]2[N:10]=[C:9]([CH:7]([OH:6])[CH3:8])[O:13][N:12]=2)[CH:19]=[CH:18][CH:17]=1. The yield is 1.00.